This data is from Full USPTO retrosynthesis dataset with 1.9M reactions from patents (1976-2016). The task is: Predict the reactants needed to synthesize the given product. (1) The reactants are: [CH2:1]([O:3][C:4](=[O:22])[CH2:5][NH:6][CH2:7][CH2:8][NH:9][S:10]([C:13]1[CH:18]=[CH:17][CH:16]=[CH:15][C:14]=1[N+:19]([O-:21])=[O:20])(=[O:12])=[O:11])[CH3:2].[CH:23]([O:36][C:37]([NH:39][C:40]1[CH:45]=[CH:44][N:43]([CH2:46][C:47](O)=[O:48])[C:42](=[O:50])[N:41]=1)=[O:38])([C:30]1[CH:35]=[CH:34][CH:33]=[CH:32][CH:31]=1)[C:24]1[CH:29]=[CH:28][CH:27]=[CH:26][CH:25]=1. Given the product [CH2:1]([O:3][C:4](=[O:22])[CH2:5][N:6]([C:47](=[O:48])[CH2:46][N:43]1[CH:44]=[CH:45][C:40]([NH:39][C:37]([O:36][CH:23]([C:24]2[CH:25]=[CH:26][CH:27]=[CH:28][CH:29]=2)[C:30]2[CH:35]=[CH:34][CH:33]=[CH:32][CH:31]=2)=[O:38])=[N:41][C:42]1=[O:50])[CH2:7][CH2:8][NH:9][S:10]([C:13]1[CH:18]=[CH:17][CH:16]=[CH:15][C:14]=1[N+:19]([O-:21])=[O:20])(=[O:12])=[O:11])[CH3:2], predict the reactants needed to synthesize it. (2) Given the product [F:11][C:8]1[CH:9]=[N:10][C:2]([NH:23][C:22]2[CH:24]=[CH:25][CH:26]=[C:20]([S:19][CH3:18])[CH:21]=2)=[C:3]([CH:7]=1)[C:4]([OH:6])=[O:5], predict the reactants needed to synthesize it. The reactants are: Cl[C:2]1[N:10]=[CH:9][C:8]([F:11])=[CH:7][C:3]=1[C:4]([OH:6])=[O:5].C([O-])([O-])=O.[K+].[K+].[CH3:18][S:19][C:20]1[CH:21]=[C:22]([CH:24]=[CH:25][CH:26]=1)[NH2:23].Cl. (3) Given the product [C:3]([O:4][CH2:3][CH2:2][CH2:1][CH3:13])(=[O:4])[CH:2]=[CH2:1], predict the reactants needed to synthesize it. The reactants are: [CH:1]1[CH:13]=N/C(=C\NNC(N)=S)/[C:3](=[O:4])[CH:2]=1. (4) The reactants are: [CH3:1][C:2]([CH3:31])([CH2:7][C:8]1[S:9][C:10]([C:13]2[CH:18]=[C:17]([NH:19][C:20]3[N:25]=[C:24]([C:26]([F:29])([F:28])[F:27])[CH:23]=[CH:22][N:21]=3)[CH:16]=[C:15]([CH3:30])[CH:14]=2)=[CH:11][N:12]=1)[C:3]([O:5]C)=[O:4].C1COCC1.[OH-].[K+]. Given the product [CH3:1][C:2]([CH3:31])([CH2:7][C:8]1[S:9][C:10]([C:13]2[CH:18]=[C:17]([NH:19][C:20]3[N:25]=[C:24]([C:26]([F:29])([F:27])[F:28])[CH:23]=[CH:22][N:21]=3)[CH:16]=[C:15]([CH3:30])[CH:14]=2)=[CH:11][N:12]=1)[C:3]([OH:5])=[O:4], predict the reactants needed to synthesize it. (5) Given the product [CH2:1]([O:3][C:4](=[O:25])[C:5]([O:22][CH2:23][CH3:24])=[CH:6][C:8]1[CH:13]=[CH:12][CH:11]=[C:10]([O:14][CH2:15][C:16]2[CH:17]=[CH:18][CH:19]=[CH:20][CH:21]=2)[CH:9]=1)[CH3:2], predict the reactants needed to synthesize it. The reactants are: [CH2:1]([O:3][C:4](=[O:25])[CH:5]([O:22][CH2:23][CH3:24])[CH:6]([C:8]1[CH:13]=[CH:12][CH:11]=[C:10]([O:14][CH2:15][C:16]2[CH:21]=[CH:20][CH:19]=[CH:18][CH:17]=2)[CH:9]=1)O)[CH3:2].COC(=O)C(OC)=CC1C=CC=C(OCC2C=CC=CC=2)C=1. (6) The reactants are: [CH3:1][O:2][C:3]1[CH:4]=[C:5]([NH:9][CH:10]([C:30]2[CH:35]=[CH:34][CH:33]=[CH:32][CH:31]=2)[C:11]([C:13]2[C:17]3[CH2:18][N:19](C(OC(C)(C)C)=O)[CH2:20][CH2:21][C:16]=3[N:15]([CH3:29])[N:14]=2)=[O:12])[CH:6]=[CH:7][CH:8]=1.[ClH:36]. Given the product [ClH:36].[CH3:1][O:2][C:3]1[CH:4]=[C:5]([NH:9][CH:10]([C:30]2[CH:35]=[CH:34][CH:33]=[CH:32][CH:31]=2)[C:11]([C:13]2[C:17]3[CH2:18][NH:19][CH2:20][CH2:21][C:16]=3[N:15]([CH3:29])[N:14]=2)=[O:12])[CH:6]=[CH:7][CH:8]=1, predict the reactants needed to synthesize it. (7) Given the product [CH3:23][C:7]1([CH3:24])[C:6]2[CH:5]=[CH:4][C:3]([OH:2])=[CH:16][C:15]=2[N:14]([C:17]2[CH:22]=[CH:21][CH:20]=[CH:19][N:18]=2)[C:13]2[C:8]1=[CH:9][CH:10]=[CH:11][CH:12]=2, predict the reactants needed to synthesize it. The reactants are: C[O:2][C:3]1[CH:4]=[CH:5][C:6]2[C:7]([CH3:24])([CH3:23])[C:8]3[C:13]([N:14]([C:17]4[CH:22]=[CH:21][CH:20]=[CH:19][N:18]=4)[C:15]=2[CH:16]=1)=[CH:12][CH:11]=[CH:10][CH:9]=3.Br.C(=O)([O-])[O-].[Na+].[Na+].